Dataset: Reaction yield outcomes from USPTO patents with 853,638 reactions. Task: Predict the reaction yield, written as a fraction of the theoretical maximum amount of product (1.0 means a 100% yield; for example, 0.34 means a 34% yield). The reactants are [CH2:1]([O:3][C:4](=[O:58])[CH2:5][N:6]([C:8](=[O:57])[C@@H:9]([NH:25][C:26](=[O:56])[C@@H:27]([NH:52][C:53](=[O:55])[CH3:54])[CH2:28][CH2:29][CH2:30][NH:31]/[C:32](/[NH2:51])=[N:33]\[S:34]([C:37]1[C:38]([CH3:50])=[C:39]([CH3:49])[C:40]2[O:44][C:43]([CH3:46])([CH3:45])[CH2:42][C:41]=2[C:47]=1[CH3:48])(=[O:36])=[O:35])[CH2:10][N:11]([CH3:24])S(C1C=CC=CC=1[N+]([O-])=O)(=O)=O)[CH3:7])[CH3:2].C([O-])([O-])=O.[K+].[K+].SCC(CO)O. The catalyst is CN(C=O)C. The product is [CH2:1]([O:3][C:4](=[O:58])[CH2:5][N:6]([C:8](=[O:57])[C@@H:9]([NH:25][C:26](=[O:56])[C@@H:27]([NH:52][C:53](=[O:55])[CH3:54])[CH2:28][CH2:29][CH2:30][NH:31]/[C:32](/[NH2:51])=[N:33]\[S:34]([C:37]1[C:38]([CH3:50])=[C:39]([CH3:49])[C:40]2[O:44][C:43]([CH3:46])([CH3:45])[CH2:42][C:41]=2[C:47]=1[CH3:48])(=[O:36])=[O:35])[CH2:10][NH:11][CH3:24])[CH3:7])[CH3:2]. The yield is 0.300.